This data is from Catalyst prediction with 721,799 reactions and 888 catalyst types from USPTO. The task is: Predict which catalyst facilitates the given reaction. Reactant: [SH:1][CH2:2][CH2:3][C:4]([OH:6])=[O:5].[OH-].[K+].Br[CH2:10][CH2:11][C:12]([F:15])([F:14])[F:13]. Product: [F:13][C:12]([F:15])([F:14])[CH2:11][CH2:10][S:1][CH2:2][CH2:3][C:4]([OH:6])=[O:5]. The catalyst class is: 5.